Task: Predict the product of the given reaction.. Dataset: Forward reaction prediction with 1.9M reactions from USPTO patents (1976-2016) (1) Given the reactants C([O-])([O-])=O.[Ca+2].Cl.[Cl:7][C:8]1[CH:9]=[CH:10][C:11]([CH:19]([CH3:21])[CH3:20])=[C:12]([CH:18]=1)[CH2:13][NH:14][CH:15]1[CH2:17][CH2:16]1.[F:22][CH:23]([F:33])[C:24]1[C:28]([CH:29]=[O:30])=[C:27]([F:31])[N:26]([CH3:32])[N:25]=1.C(OO)(C)(C)C, predict the reaction product. The product is: [Cl:7][C:8]1[CH:9]=[CH:10][C:11]([CH:19]([CH3:21])[CH3:20])=[C:12]([CH:18]=1)[CH2:13][N:14]([CH:15]1[CH2:17][CH2:16]1)[C:29]([C:28]1[C:24]([CH:23]([F:33])[F:22])=[N:25][N:26]([CH3:32])[C:27]=1[F:31])=[O:30]. (2) The product is: [OH:8][N:9]1[C:14]2[N:15]=[CH:16][N:17]=[C:18]([CH3:19])[C:13]=2[C:12]([NH:20][CH2:21][C:22]2[CH:27]=[CH:26][CH:25]=[C:24]([O:28][CH3:29])[CH:23]=2)=[CH:11][C:10]1=[O:30]. Given the reactants C([O:8][N:9]1[C:14]2[N:15]=[CH:16][N:17]=[C:18]([CH3:19])[C:13]=2[C:12]([NH:20][CH2:21][C:22]2[CH:27]=[CH:26][CH:25]=[C:24]([O:28][CH3:29])[CH:23]=2)=[CH:11][C:10]1=[O:30])C1C=CC=CC=1.[H][H], predict the reaction product. (3) Given the reactants Cl[C:2]1[C:7]2[C:8](=[O:12])[NH:9][N:10]=[CH:11][C:6]=2[CH:5]=[C:4]([Cl:13])[N:3]=1.CCN(C(C)C)C(C)C.[CH3:23][C:24]1[C:32]2[C:27](=[C:28]([NH2:33])[CH:29]=[CH:30][CH:31]=2)[NH:26][CH:25]=1.O, predict the reaction product. The product is: [Cl:13][C:4]1[N:3]=[C:2]([NH:33][C:28]2[CH:29]=[CH:30][CH:31]=[C:32]3[C:27]=2[NH:26][CH:25]=[C:24]3[CH3:23])[C:7]2[C:8](=[O:12])[NH:9][N:10]=[CH:11][C:6]=2[CH:5]=1.